From a dataset of Rat liver microsome stability data. Regression/Classification. Given a drug SMILES string, predict its absorption, distribution, metabolism, or excretion properties. Task type varies by dataset: regression for continuous measurements (e.g., permeability, clearance, half-life) or binary classification for categorical outcomes (e.g., BBB penetration, CYP inhibition). Dataset: rlm. (1) The molecule is Oc1cccc(-c2cnc(-c3cccc(O)c3)s2)c1. The result is 1 (stable in rat liver microsomes). (2) The molecule is Cc1ccc(S(=O)(=O)Nc2ccc(C(=O)Nc3nc(-c4ccc(Cl)cc4)cs3)cc2)cc1. The result is 1 (stable in rat liver microsomes). (3) The molecule is Cc1c[nH]c2ncnc(-c3ccc(NC(=O)N(CCO)c4ccccc4)cc3)c12. The result is 1 (stable in rat liver microsomes). (4) The molecule is COCC(C)Nc1ncnc2c1cnn2-c1ccc(C)c(C)c1. The result is 1 (stable in rat liver microsomes). (5) The molecule is COc1ccccc1Nc1ccnc(N2CCN(C(=O)c3ccccc3Cl)CC2)n1. The result is 1 (stable in rat liver microsomes). (6) The drug is CC(=O)Nc1ccc(S(=O)(=O)Nc2nccs2)cc1. The result is 0 (unstable in rat liver microsomes). (7) The drug is Cc1ccc(N2CCN(c3cnn(-c4nc5ccccc5s4)c(=O)c3Cl)CC2C)cc1. The result is 1 (stable in rat liver microsomes). (8) The molecule is Cc1cc(CN(C)C)ccc1C(=O)Cn1ccc(OCc2ccc(Br)cn2)cc1=O. The result is 0 (unstable in rat liver microsomes).